Regression. Given two drug SMILES strings and cell line genomic features, predict the synergy score measuring deviation from expected non-interaction effect. From a dataset of NCI-60 drug combinations with 297,098 pairs across 59 cell lines. (1) Drug 1: CC12CCC(CC1=CCC3C2CCC4(C3CC=C4C5=CN=CC=C5)C)O. Drug 2: CCN(CC)CCNC(=O)C1=C(NC(=C1C)C=C2C3=C(C=CC(=C3)F)NC2=O)C. Cell line: SW-620. Synergy scores: CSS=-1.33, Synergy_ZIP=-0.0473, Synergy_Bliss=0.0257, Synergy_Loewe=-2.44, Synergy_HSA=-2.56. (2) Drug 1: CCCCCOC(=O)NC1=NC(=O)N(C=C1F)C2C(C(C(O2)C)O)O. Drug 2: CC12CCC3C(C1CCC2OP(=O)(O)O)CCC4=C3C=CC(=C4)OC(=O)N(CCCl)CCCl.[Na+]. Cell line: HT29. Synergy scores: CSS=-0.420, Synergy_ZIP=0.780, Synergy_Bliss=2.09, Synergy_Loewe=-2.85, Synergy_HSA=-2.64. (3) Drug 2: CC(C)NC(=O)C1=CC=C(C=C1)CNNC.Cl. Drug 1: CCN(CC)CCCC(C)NC1=C2C=C(C=CC2=NC3=C1C=CC(=C3)Cl)OC. Cell line: NCIH23. Synergy scores: CSS=28.4, Synergy_ZIP=-9.74, Synergy_Bliss=-1.73, Synergy_Loewe=-25.2, Synergy_HSA=-0.497.